From a dataset of Catalyst prediction with 721,799 reactions and 888 catalyst types from USPTO. Predict which catalyst facilitates the given reaction. (1) Reactant: C(=O)(O)O.[NH2:5][C:6]([NH2:8])=[NH:7].[C:9]1([P:15](=[O:18])([OH:17])[OH:16])[CH:14]=[CH:13][CH:12]=[CH:11][CH:10]=1.CC(C)=O. Product: [C:9]1([P:15](=[O:16])([OH:18])[OH:17])[CH:14]=[CH:13][CH:12]=[CH:11][CH:10]=1.[NH2:7][C:6]([NH2:8])=[NH:5]. The catalyst class is: 6. (2) Reactant: [N+:1]([C:4]1[CH:5]=[CH:6][CH:7]=[C:8]2[C:13]=1[O:12][C:11]([C:14]1[CH:19]=[CH:18][CH:17]=[C:16]([C:20]([F:23])([F:22])[F:21])[CH:15]=1)=[CH:10][C:9]2=[O:24])([O-])=O.O.[SH-].[Na+]. Product: [NH2:1][C:4]1[CH:5]=[CH:6][CH:7]=[C:8]2[C:13]=1[O:12][C:11]([C:14]1[CH:19]=[CH:18][CH:17]=[C:16]([C:20]([F:23])([F:21])[F:22])[CH:15]=1)=[CH:10][C:9]2=[O:24]. The catalyst class is: 24.